Dataset: Forward reaction prediction with 1.9M reactions from USPTO patents (1976-2016). Task: Predict the product of the given reaction. (1) Given the reactants [N:1]([C:4]1[CH:5]=[C:6]([S:12]([NH:15][CH3:16])(=[O:14])=[O:13])[CH:7]=[CH:8][C:9]=1[O:10][CH3:11])=[C:2]=[S:3].[NH2:17][C:18]1[C:26]2[N:25]=[CH:24][N:23]([CH3:27])[C:22]=2[CH:21]=[CH:20][CH:19]=1.COC1C=CN=CC=1NC(NC1C2N=CN(C)C=2C=CC=1)=S, predict the reaction product. The product is: [CH3:11][O:10][C:9]1[CH:8]=[CH:7][C:6]([S:12]([NH:15][CH3:16])(=[O:14])=[O:13])=[CH:5][C:4]=1[NH:1][C:2]([NH:17][C:18]1[C:26]2[N:25]=[CH:24][N:23]([CH3:27])[C:22]=2[CH:21]=[CH:20][CH:19]=1)=[S:3]. (2) Given the reactants [Na+].[Cl:2][C:3]1[C:4]2[O:11][C:10]([C:12]([O-])=[O:13])=[C:9]([NH:15][C:16]3[CH:21]=[CH:20][C:19]([I:22])=[CH:18][C:17]=3[F:23])[C:5]=2[CH:6]=[N:7][CH:8]=1.[Cl-].[NH4+].C[N:27](C(ON1N=NC2C=CC=NC1=2)=[N+](C)C)C.F[P-](F)(F)(F)(F)F.C(N(C(C)C)CC)(C)C, predict the reaction product. The product is: [Cl:2][C:3]1[C:4]2[O:11][C:10]([C:12]([NH2:27])=[O:13])=[C:9]([NH:15][C:16]3[CH:21]=[CH:20][C:19]([I:22])=[CH:18][C:17]=3[F:23])[C:5]=2[CH:6]=[N:7][CH:8]=1. (3) Given the reactants [CH3:1][N:2]1[CH2:6][CH2:5][CH2:4][C@H:3]1[C:7]1[CH:8]=[C:9]([O:13][CH2:14][CH2:15][NH2:16])[CH:10]=[N:11][CH:12]=1.[C:17]1(=[S:22])[O:21][CH2:20][CH2:19][CH2:18]1.CO, predict the reaction product. The product is: [SH:22][CH2:17][CH2:18][CH2:19][C:20]([NH:16][CH2:15][CH2:14][O:13][C:9]1[CH:10]=[N:11][CH:12]=[C:7]([C@@H:3]2[CH2:4][CH2:5][CH2:6][N:2]2[CH3:1])[CH:8]=1)=[O:21]. (4) Given the reactants [Cl:1][C:2]1[CH:7]=[CH:6][C:5]([NH:8][C:9](=[O:25])[NH:10][C:11]2[S:21][C:14]3[CH2:15][N:16]([CH2:19][CH3:20])[CH2:17][CH2:18][C:13]=3[C:12]=2[C:22]([NH2:24])=[O:23])=[CH:4][C:3]=1[CH3:26].Cl, predict the reaction product. The product is: [ClH:1].[Cl:1][C:2]1[CH:7]=[CH:6][C:5]([NH:8][C:9](=[O:25])[NH:10][C:11]2[S:21][C:14]3[CH2:15][N:16]([CH2:19][CH3:20])[CH2:17][CH2:18][C:13]=3[C:12]=2[C:22]([NH2:24])=[O:23])=[CH:4][C:3]=1[CH3:26]. (5) The product is: [N:39]1[C:40]2[C:35](=[CH:34][CH:33]=[C:32]([C:2]#[C:1][C:3]3[CH:4]=[C:5]([CH:27]=[CH:28][C:29]=3[CH3:30])[C:6]([NH:8][C:9]3[CH:14]=[CH:13][C:12]([CH2:15][N:16]4[CH2:17][CH2:18][N:19]([CH3:22])[CH2:20][CH2:21]4)=[C:11]([C:23]([F:25])([F:24])[F:26])[CH:10]=3)=[O:7])[CH:41]=2)[CH:36]=[N:37][CH:38]=1. Given the reactants [C:1]([C:3]1[CH:4]=[C:5]([CH:27]=[CH:28][C:29]=1[CH3:30])[C:6]([NH:8][C:9]1[CH:14]=[CH:13][C:12]([CH2:15][N:16]2[CH2:21][CH2:20][N:19]([CH3:22])[CH2:18][CH2:17]2)=[C:11]([C:23]([F:26])([F:25])[F:24])[CH:10]=1)=[O:7])#[CH:2].Br[C:32]1[CH:41]=[C:40]2[C:35]([CH:36]=[N:37][CH:38]=[N:39]2)=[CH:34][CH:33]=1, predict the reaction product. (6) The product is: [Br:1][C:2]1[CH:3]=[C:4]2[C:12](=[CH:13][CH:14]=1)[NH:11][C:10]1[CH:9]([NH:15][C:16](=[O:25])[C:17]3[CH:22]=[CH:21][C:20]([O:23][CH3:24])=[CH:19][CH:18]=3)[CH2:8][CH2:7][CH2:6][C:5]2=1. Given the reactants [Br:1][C:2]1[CH:3]=[C:4]2[C:12](=[CH:13][CH:14]=1)[NH:11][C:10]1[CH:9]([NH2:15])[CH2:8][CH2:7][CH2:6][C:5]2=1.[C:16](Cl)(=[O:25])[C:17]1[CH:22]=[CH:21][C:20]([O:23][CH3:24])=[CH:19][CH:18]=1, predict the reaction product.